This data is from NCI-60 drug combinations with 297,098 pairs across 59 cell lines. The task is: Regression. Given two drug SMILES strings and cell line genomic features, predict the synergy score measuring deviation from expected non-interaction effect. Drug 1: CC1=CC2C(CCC3(C2CCC3(C(=O)C)OC(=O)C)C)C4(C1=CC(=O)CC4)C. Drug 2: CCC1(CC2CC(C3=C(CCN(C2)C1)C4=CC=CC=C4N3)(C5=C(C=C6C(=C5)C78CCN9C7C(C=CC9)(C(C(C8N6C)(C(=O)OC)O)OC(=O)C)CC)OC)C(=O)OC)O.OS(=O)(=O)O. Cell line: MALME-3M. Synergy scores: CSS=31.6, Synergy_ZIP=4.75, Synergy_Bliss=5.73, Synergy_Loewe=-33.4, Synergy_HSA=2.11.